From a dataset of Full USPTO retrosynthesis dataset with 1.9M reactions from patents (1976-2016). Predict the reactants needed to synthesize the given product. (1) Given the product [F:23][C:18]1[CH:17]=[C:16]([CH:21]=[CH:20][C:19]=1[F:22])[O:15][C:5]([CH3:14])([CH2:6][C:7]1[CH:12]=[CH:11][C:10]([O:13][CH2:37][CH2:36][C:27]2[N:28]=[C:29]([C:31]3[S:32][CH:33]=[CH:34][CH:35]=3)[O:30][C:26]=2[CH3:25])=[CH:9][CH:8]=1)[C:4]([OH:3])=[O:24], predict the reactants needed to synthesize it. The reactants are: C([O:3][C:4](=[O:24])[C:5]([O:15][C:16]1[CH:21]=[CH:20][C:19]([F:22])=[C:18]([F:23])[CH:17]=1)([CH3:14])[CH2:6][C:7]1[CH:12]=[CH:11][C:10]([OH:13])=[CH:9][CH:8]=1)C.[CH3:25][C:26]1[O:30][C:29]([C:31]2[S:32][CH:33]=[CH:34][CH:35]=2)=[N:28][C:27]=1[CH2:36][CH2:37]OS(C1C=CC(C)=CC=1)(=O)=O. (2) Given the product [CH2:1]([C:3]1[N:7]([C:8]2[C:9]([CH3:30])=[C:10]([CH:27]=[CH:28][CH:29]=2)[CH2:11][NH:12][C:13]2[CH:26]=[CH:25][C:16]3[C@H:17]([CH2:20][C:21]([OH:23])=[O:22])[CH2:18][O:19][C:15]=3[CH:14]=2)[C:6]2[C:31]([CH3:35])=[CH:32][CH:33]=[CH:34][C:5]=2[N:4]=1)[CH3:2], predict the reactants needed to synthesize it. The reactants are: [CH2:1]([C:3]1[N:7]([C:8]2[C:9]([CH3:30])=[C:10]([CH:27]=[CH:28][CH:29]=2)[CH2:11][NH:12][C:13]2[CH:26]=[CH:25][C:16]3[C@H:17]([CH2:20][C:21]([O:23]C)=[O:22])[CH2:18][O:19][C:15]=3[CH:14]=2)[C:6]2[C:31]([CH3:35])=[CH:32][CH:33]=[CH:34][C:5]=2[N:4]=1)[CH3:2].[OH-].[Na+].Cl. (3) Given the product [C:9]([N:8]([C:16]([O:18][C:19]([CH3:22])([CH3:21])[CH3:20])=[O:17])[C:6]1[CH:5]=[N:4][CH:3]=[C:2]([B:31]2[O:32][C:33]([CH3:35])([CH3:34])[C:29]([CH3:45])([CH3:28])[O:30]2)[N:7]=1)([O:11][C:12]([CH3:15])([CH3:14])[CH3:13])=[O:10], predict the reactants needed to synthesize it. The reactants are: Br[C:2]1[N:7]=[C:6]([N:8]([C:16]([O:18][C:19]([CH3:22])([CH3:21])[CH3:20])=[O:17])[C:9]([O:11][C:12]([CH3:15])([CH3:14])[CH3:13])=[O:10])[CH:5]=[N:4][CH:3]=1.C([O-])(=O)C.[K+].[CH3:28][C:29]1([CH3:45])[C:33]([CH3:35])([CH3:34])[O:32][B:31]([B:31]2[O:32][C:33]([CH3:35])([CH3:34])[C:29]([CH3:45])([CH3:28])[O:30]2)[O:30]1. (4) Given the product [NH2:2][C:1]1[C:3]([C:4]([O:6][CH2:7][CH3:8])=[O:5])=[CH:9][C:10]2[C:11](=[CH:12][CH:13]=[CH:14][CH:15]=2)[N:16]=1, predict the reactants needed to synthesize it. The reactants are: [C:1]([C:3](=[CH:9][C:10]1[CH:15]=[CH:14][CH:13]=[CH:12][C:11]=1[N+:16]([O-])=O)[C:4]([O:6][CH2:7][CH3:8])=[O:5])#[N:2]. (5) Given the product [C:8]([O:7][C:6]([NH:5][CH:3]([C:2]1[C:13]([C:14]2[CH:19]=[CH:18][CH:17]=[CH:16][CH:15]=2)=[C:24]([C:25]([OH:30])=[O:32])[C:23]2[C:27](=[CH:28][CH:29]=[C:21]([F:20])[CH:22]=2)[N:26]=1)[CH3:4])=[O:12])([CH3:11])([CH3:10])[CH3:9], predict the reactants needed to synthesize it. The reactants are: O=[C:2]([CH2:13][C:14]1[CH:19]=[CH:18][CH:17]=[CH:16][CH:15]=1)[C@@H:3]([NH:5][C:6](=[O:12])[O:7][C:8]([CH3:11])([CH3:10])[CH3:9])[CH3:4].[F:20][C:21]1[CH:22]=[C:23]2[C:27](=[CH:28][CH:29]=1)[NH:26][C:25](=[O:30])[C:24]2=O.[OH-:32].[K+].O. (6) Given the product [Cl:10][C:11]1[C:20]([C:21]2[CH:26]=[CH:25][CH:24]=[CH:23][CH:22]=2)=[C:19]([Cl:27])[C:18]2[C:13](=[CH:14][CH:15]=[C:16]([C:28]([C:2]3[CH:7]=[N:6][C:5]([O:8][CH3:9])=[CH:4][CH:3]=3)([C:30]3[O:34][N:33]=[C:32]([CH3:35])[CH:31]=3)[OH:29])[CH:17]=2)[N:12]=1, predict the reactants needed to synthesize it. The reactants are: Br[C:2]1[CH:3]=[CH:4][C:5]([O:8][CH3:9])=[N:6][CH:7]=1.[Cl:10][C:11]1[C:20]([C:21]2[CH:26]=[CH:25][CH:24]=[CH:23][CH:22]=2)=[C:19]([Cl:27])[C:18]2[C:13](=[CH:14][CH:15]=[C:16]([C:28]([C:30]3[O:34][N:33]=[C:32]([CH3:35])[CH:31]=3)=[O:29])[CH:17]=2)[N:12]=1.[Li]CCCC. (7) Given the product [Cl:17][C:18]1[CH:19]=[CH:20][C:21]([S:24]([C:27]2[C:28]([CH2:35][CH2:36][C:37]([OH:39])=[O:38])=[C:29](/[CH:33]=[C:9]3\[C:10](=[O:15])[NH:11][C:12]4[C:8]\3=[CH:7][C:6]([S:3](=[O:5])(=[O:4])[N:2]([CH3:16])[CH3:1])=[CH:14][CH:13]=4)[NH:30][C:31]=2[CH3:32])(=[O:25])=[O:26])=[CH:22][CH:23]=1, predict the reactants needed to synthesize it. The reactants are: [CH3:1][N:2]([CH3:16])[S:3]([C:6]1[CH:7]=[C:8]2[C:12](=[CH:13][CH:14]=1)[NH:11][C:10](=[O:15])[CH2:9]2)(=[O:5])=[O:4].[Cl:17][C:18]1[CH:23]=[CH:22][C:21]([S:24]([C:27]2[C:28]([CH2:35][CH2:36][C:37]([OH:39])=[O:38])=[C:29]([CH:33]=O)[NH:30][C:31]=2[CH3:32])(=[O:26])=[O:25])=[CH:20][CH:19]=1.N1CCCCC1.